Task: Regression. Given a peptide amino acid sequence and an MHC pseudo amino acid sequence, predict their binding affinity value. This is MHC class I binding data.. Dataset: Peptide-MHC class I binding affinity with 185,985 pairs from IEDB/IMGT (1) The peptide sequence is SIDHCSSFI. The MHC is HLA-A02:01 with pseudo-sequence HLA-A02:01. The binding affinity (normalized) is 0.491. (2) The peptide sequence is RQLIRLLTWL. The MHC is Mamu-B08 with pseudo-sequence Mamu-B08. The binding affinity (normalized) is 0.770.